This data is from Full USPTO retrosynthesis dataset with 1.9M reactions from patents (1976-2016). The task is: Predict the reactants needed to synthesize the given product. (1) Given the product [Cl:17][C:18]1[CH:34]=[CH:33][C:21]2[CH2:22][CH2:23][N:24]([C:27](=[O:32])[C:28]([F:29])([F:31])[F:30])[CH2:25][CH2:26][C:20]=2[C:19]=1[NH:14][CH2:13][C:12]1[CH:11]=[CH:10][C:9]([CH2:8][CH:2]2[CH2:3][CH2:4][CH2:5][CH2:6][CH2:7]2)=[CH:16][CH:15]=1, predict the reactants needed to synthesize it. The reactants are: Cl.[CH:2]1([CH2:8][C:9]2[CH:16]=[CH:15][C:12]([CH2:13][NH2:14])=[CH:11][CH:10]=2)[CH2:7][CH2:6][CH2:5][CH2:4][CH2:3]1.[Cl:17][C:18]1[CH:34]=[CH:33][C:21]2[CH2:22][CH2:23][N:24]([C:27](=[O:32])[C:28]([F:31])([F:30])[F:29])[CH2:25][CH2:26][C:20]=2[C:19]=1OS(C(F)(F)F)(=O)=O.C1C=CC(P(C2C(C3C(P(C4C=CC=CC=4)C4C=CC=CC=4)=CC=C4C=3C=CC=C4)=C3C(C=CC=C3)=CC=2)C2C=CC=CC=2)=CC=1.C(=O)([O-])[O-].[Cs+].[Cs+]. (2) Given the product [CH2:3]([N:5]1[C:17]2[CH2:16][CH2:15][CH:14]([CH:18]3[CH2:19][CH2:20][O:21][CH2:22][CH2:23]3)[CH2:13][C:12]=2[C:11]2[C:6]1=[CH:7][CH:8]=[C:9]([C:24]([N:26]([CH2:28][CH2:29][CH2:30][C:31]([OH:33])=[O:32])[CH3:27])=[O:25])[CH:10]=2)[CH3:4], predict the reactants needed to synthesize it. The reactants are: [OH-].[Li+].[CH2:3]([N:5]1[C:17]2[CH2:16][CH2:15][CH:14]([CH:18]3[CH2:23][CH2:22][O:21][CH2:20][CH2:19]3)[CH2:13][C:12]=2[C:11]2[C:6]1=[CH:7][CH:8]=[C:9]([C:24]([N:26]([CH2:28][CH2:29][CH2:30][C:31]([O:33]C)=[O:32])[CH3:27])=[O:25])[CH:10]=2)[CH3:4].Cl.